This data is from Full USPTO retrosynthesis dataset with 1.9M reactions from patents (1976-2016). The task is: Predict the reactants needed to synthesize the given product. (1) Given the product [C:6]([CH2:7][N:8]([CH2:49][C:50]([OH:56])=[O:51])[CH:9]([CH2:39][C:40]1[CH:45]=[CH:44][C:43]([N+:46]([O-:48])=[O:47])=[CH:42][CH:41]=1)[CH2:10][N:11]([CH2:20][CH2:21][N:22]([CH2:23][C:24]([OH:30])=[O:25])[CH2:31][C:32]([OH:34])=[O:33])[CH2:12][C:13]([OH:15])=[O:14])([OH:57])=[O:5], predict the reactants needed to synthesize it. The reactants are: C([O:5][C:6](=[O:57])[CH2:7][N:8]([CH2:49][C:50](=[O:56])[O:51]C(C)(C)C)[CH:9]([CH2:39][C:40]1[CH:45]=[CH:44][C:43]([N+:46]([O-:48])=[O:47])=[CH:42][CH:41]=1)[CH2:10][N:11]([CH2:20][CH2:21][N:22]([CH2:31][C:32]([O:34]C(C)(C)C)=[O:33])[CH2:23][C:24](=[O:30])[O:25]C(C)(C)C)[CH2:12][C:13]([O:15]C(C)(C)C)=[O:14])(C)(C)C.Cl.CCOCC. (2) The reactants are: [CH3:1][C:2]1[CH:3]=[C:4]([C:10]([CH3:16])([CH3:15])[CH2:11][C:12]([OH:14])=[O:13])[CH:5]=[CH:6][C:7]=1[O:8]C.Br. Given the product [CH3:1][C:2]1[CH:3]=[C:4]([C:10]([CH3:16])([CH3:15])[CH2:11][C:12]([OH:14])=[O:13])[CH:5]=[CH:6][C:7]=1[OH:8], predict the reactants needed to synthesize it. (3) Given the product [I:1][C:2]1[CH:7]=[C:6]([CH:5]=[C:4]([I:11])[CH:3]=1)[NH2:8], predict the reactants needed to synthesize it. The reactants are: [I:1][C:2]1[CH:7]=[C:6]([N+:8]([O-])=O)[CH:5]=[C:4]([I:11])[CH:3]=1.O.O.Cl[Sn]Cl.[OH-].[Na+].